Dataset: Reaction yield outcomes from USPTO patents with 853,638 reactions. Task: Predict the reaction yield, written as a fraction of the theoretical maximum amount of product (1.0 means a 100% yield; for example, 0.34 means a 34% yield). (1) The reactants are C1(C(=[N:14][CH2:15][C:16]([O:18][CH2:19][CH3:20])=[O:17])C2C=CC=CC=2)C=CC=CC=1.[H-].[Na+].[Br:23][C:24]1[CH:25]=[C:26]([Cl:31])[C:27](Cl)=[N:28][CH:29]=1. The catalyst is CN(C=O)C. The product is [NH2:14][CH:15]([C:27]1[C:26]([Cl:31])=[CH:25][C:24]([Br:23])=[CH:29][N:28]=1)[C:16]([O:18][CH2:19][CH3:20])=[O:17]. The yield is 0.200. (2) The reactants are C([O:8][CH2:9][CH2:10][O:11][CH2:12][C:13]([O:15][C:16]([CH3:19])([CH3:18])[CH3:17])=[O:14])C1C=CC=CC=1. The catalyst is C(O)C.[Pd]. The product is [OH:8][CH2:9][CH2:10][O:11][CH2:12][C:13]([O:15][C:16]([CH3:19])([CH3:18])[CH3:17])=[O:14]. The yield is 0.870. (3) The reactants are [CH:1]1([CH2:4][N:5]2[C:9]3=[N:10][CH:11]=[C:12]([NH:14][CH3:15])[CH:13]=[C:8]3[N:7]=[C:6]2[CH2:16][C:17]2[CH:22]=[CH:21][C:20]([O:23][CH2:24][CH3:25])=[CH:19][CH:18]=2)[CH2:3][CH2:2]1.C(N(CC)CC)C.[C:33]1([S:39](Cl)(=[O:41])=[O:40])[CH:38]=[CH:37][CH:36]=[CH:35][CH:34]=1.CC(O)=O. The catalyst is C(#N)C. The product is [CH:1]1([CH2:4][N:5]2[C:9]3=[N:10][CH:11]=[C:12]([N:14]([CH3:15])[S:39]([C:33]4[CH:38]=[CH:37][CH:36]=[CH:35][CH:34]=4)(=[O:41])=[O:40])[CH:13]=[C:8]3[N:7]=[C:6]2[CH2:16][C:17]2[CH:22]=[CH:21][C:20]([O:23][CH2:24][CH3:25])=[CH:19][CH:18]=2)[CH2:3][CH2:2]1. The yield is 0.170.